This data is from Catalyst prediction with 721,799 reactions and 888 catalyst types from USPTO. The task is: Predict which catalyst facilitates the given reaction. (1) The catalyst class is: 9. Product: [N+:27]([C:22]1[CH:23]=[CH:24][CH:25]=[CH:26][C:21]=1[NH:1][C:2]1[CH:17]=[CH:16][C:5]2[C:6](=[O:15])[C:7]3[CH:14]=[CH:13][CH:12]=[CH:11][C:8]=3[O:9][CH2:10][C:4]=2[CH:3]=1)([O-:29])=[O:28]. Reactant: [NH2:1][C:2]1[CH:17]=[CH:16][C:5]2[C:6](=[O:15])[C:7]3[CH:14]=[CH:13][CH:12]=[CH:11][C:8]=3[O:9][CH2:10][C:4]=2[CH:3]=1.[H-].[Na+].F[C:21]1[CH:26]=[CH:25][CH:24]=[CH:23][C:22]=1[N+:27]([O-:29])=[O:28]. (2) Product: [CH3:26][N:12]1[CH2:11][C@@H:10]([CH2:9][NH:8][C:6]([O:5][C:1]([CH3:4])([CH3:3])[CH3:2])=[O:7])[C@H:14]([CH2:15][NH:16][C:17]([O:19][C:20]([CH3:23])([CH3:22])[CH3:21])=[O:18])[CH2:13]1. The catalyst class is: 477. Reactant: [C:1]([O:5][C:6]([NH:8][CH2:9][C@H:10]1[C@H:14]([CH2:15][NH:16][C:17]([O:19][C:20]([CH3:23])([CH3:22])[CH3:21])=[O:18])[CH2:13][NH:12][CH2:11]1)=[O:7])([CH3:4])([CH3:3])[CH3:2].C=O.[C:26]([BH3-])#N.[Na+].[OH-].[Na+]. (3) Reactant: Cl[C:2]1[S:3][C:4]([C:13]([O:15][CH2:16][CH3:17])=[O:14])=[C:5]([C:7]2[CH:12]=[CH:11][CH:10]=[CH:9][CH:8]=2)[N:6]=1.C(N(CC)CC)C.Cl.[CH3:26][O:27][C:28]1[CH:33]=[CH:32][CH:31]=[CH:30][C:29]=1[N:34]1[CH2:39][CH2:38][NH:37][CH2:36][CH2:35]1. Product: [CH3:26][O:27][C:28]1[CH:33]=[CH:32][CH:31]=[CH:30][C:29]=1[N:34]1[CH2:39][CH2:38][N:37]([C:2]2[S:3][C:4]([C:13]([O:15][CH2:16][CH3:17])=[O:14])=[C:5]([C:7]3[CH:12]=[CH:11][CH:10]=[CH:9][CH:8]=3)[N:6]=2)[CH2:36][CH2:35]1. The catalyst class is: 9. (4) Reactant: Cl.[NH2:2][C:3]1[CH:8]=[C:7]([C:9]([F:12])([F:11])[F:10])[CH:6]=[CH:5][C:4]=1[SH:13].[F:14][C:15]1[CH:22]=[N:21][CH:20]=[CH:19][C:16]=1[CH:17]=O.C(N(C(C)C)C(C)C)C.CS(C)=O. Product: [F:14][C:15]1[CH:22]=[N:21][CH:20]=[CH:19][C:16]=1[C:17]1[S:13][C:4]2[CH:5]=[CH:6][C:7]([C:9]([F:10])([F:11])[F:12])=[CH:8][C:3]=2[N:2]=1. The catalyst class is: 6.